This data is from Forward reaction prediction with 1.9M reactions from USPTO patents (1976-2016). The task is: Predict the product of the given reaction. Given the reactants C([O:8][C:9]1[C:14]([F:15])=[CH:13][C:12]([CH2:16][CH:17]([CH3:21])[C:18]([OH:20])=O)=[CH:11][C:10]=1[F:22])C1C=CC=CC=1.C(N(CC)CC)C.C(Cl)(=O)C(C)(C)C.[CH2:37]([C@@H:44]1[CH2:48][O:47][C:46](=[O:49])[NH:45]1)[C:38]1[CH:43]=[CH:42][CH:41]=[CH:40][CH:39]=1.[Li]CCCC, predict the reaction product. The product is: [CH2:37]([C@@H:44]1[CH2:48][O:47][C:46](=[O:49])[N:45]1[C:18](=[O:20])[C@H:17]([CH3:21])[CH2:16][C:12]1[CH:11]=[C:10]([F:22])[C:9]([OH:8])=[C:14]([F:15])[CH:13]=1)[C:38]1[CH:39]=[CH:40][CH:41]=[CH:42][CH:43]=1.